Dataset: Catalyst prediction with 721,799 reactions and 888 catalyst types from USPTO. Task: Predict which catalyst facilitates the given reaction. (1) Reactant: [F:1][C:2]([F:35])([F:34])[C:3]1[CH:4]=[C:5]([CH:27]=[C:28]([C:30]([F:33])([F:32])[F:31])[CH:29]=1)[CH2:6][N:7]([CH2:14][C:15]1[CH:22]=[C:21]([C:23]([F:26])([F:25])[F:24])[CH:20]=[CH:19][C:16]=1[CH:17]=[O:18])[C:8]1[N:9]=[N:10][N:11]([CH3:13])[N:12]=1.[CH:36]1([Mg]Br)[CH2:39][CH2:38][CH2:37]1.Cl. Product: [F:33][C:30]([F:31])([F:32])[C:28]1[CH:27]=[C:5]([CH:4]=[C:3]([C:2]([F:1])([F:34])[F:35])[CH:29]=1)[CH2:6][N:7]([CH2:14][C:15]1[CH:22]=[C:21]([C:23]([F:26])([F:25])[F:24])[CH:20]=[CH:19][C:16]=1[CH:17]([CH:36]1[CH2:39][CH2:38][CH2:37]1)[OH:18])[C:8]1[N:9]=[N:10][N:11]([CH3:13])[N:12]=1. The catalyst class is: 7. (2) Reactant: [NH2:1][C:2]1[N:6]([CH3:7])[N:5]=[CH:4][C:3]=1[CH2:8][CH2:9][CH2:10][N:11]1C(=O)C2=CC=CC=C2C1=O.[ClH:22]. Product: [ClH:22].[ClH:22].[NH2:1][C:2]1[N:6]([CH3:7])[N:5]=[CH:4][C:3]=1[CH2:8][CH2:9][CH2:10][NH2:11]. The catalyst class is: 6.